Dataset: Catalyst prediction with 721,799 reactions and 888 catalyst types from USPTO. Task: Predict which catalyst facilitates the given reaction. Reactant: [Cl:1][C:2]1[CH:7]=[C:6]([C:8]2([CH3:13])[O:12][CH2:11][CH2:10][O:9]2)[CH:5]=[C:4]([Cl:14])[N:3]=1.CN(C)CCN(C)C.C([Li])CCC.[C:28](Cl)(=[O:31])[O:29][CH3:30]. The catalyst class is: 30. Product: [Cl:1][C:2]1[N:3]=[C:4]([Cl:14])[CH:5]=[C:6]([C:8]2([CH3:13])[O:12][CH2:11][CH2:10][O:9]2)[C:7]=1[C:28]([O:29][CH3:30])=[O:31].